From a dataset of Full USPTO retrosynthesis dataset with 1.9M reactions from patents (1976-2016). Predict the reactants needed to synthesize the given product. (1) Given the product [CH3:2][NH:3][CH2:4][CH2:5][CH:6]([C:18]1[S:19][CH:20]=[CH:21][CH:22]=1)[C:7]1[C:16]2[C:11](=[CH:12][CH:13]=[CH:14][CH:15]=2)[C:10]([OH:17])=[CH:9][CH:8]=1, predict the reactants needed to synthesize it. The reactants are: Br.[CH3:2][NH:3][CH2:4][CH2:5][CH:6]([C:18]1[S:19][CH:20]=[CH:21][CH:22]=1)[C:7]1[C:16]2[C:11](=[CH:12][CH:13]=[CH:14][CH:15]=2)[C:10]([OH:17])=[CH:9][CH:8]=1.[OH-].[NH4+]. (2) Given the product [CH2:20]([O:19][C:17]([CH:16]1[C:7](=[O:10])[C:6]([CH3:11])([CH3:12])[O:5][C:4]([CH2:3][O:2][CH3:1])([CH3:13])[C:8]1=[O:9])=[O:18])[CH3:21], predict the reactants needed to synthesize it. The reactants are: [CH3:1][O:2][CH2:3][C:4]1([CH3:13])[C:8](=[O:9])[C:7](=[O:10])[C:6]([CH3:12])([CH3:11])[O:5]1.[N+](=[CH:16][C:17]([O:19][CH2:20][CH3:21])=[O:18])=[N-]. (3) Given the product [Br:7][C:8]1[CH:9]=[CH:10][C:11]([O:16][CH2:17][CH3:18])=[C:12]([CH:15]=1)[CH:13]=[CH2:1], predict the reactants needed to synthesize it. The reactants are: [CH3:1]C(C)([O-])C.[K+].[Br:7][C:8]1[CH:9]=[CH:10][C:11]([O:16][CH2:17][CH3:18])=[C:12]([CH:15]=1)[CH:13]=O.